The task is: Predict the reactants needed to synthesize the given product.. This data is from Full USPTO retrosynthesis dataset with 1.9M reactions from patents (1976-2016). Given the product [Cl:12][C:13]1[CH:18]=[CH:17][C:16]([S:19][C@H:2]2[CH2:7][CH2:6][C@H:5]([C:8]([O:10][CH3:11])=[O:9])[CH2:4][CH2:3]2)=[CH:15][CH:14]=1, predict the reactants needed to synthesize it. The reactants are: O[C@@H:2]1[CH2:7][CH2:6][C@H:5]([C:8]([O:10][CH3:11])=[O:9])[CH2:4][CH2:3]1.[Cl:12][C:13]1[CH:18]=[CH:17][C:16]([SH:19])=[CH:15][CH:14]=1.C(C=P(CCCC)(CCCC)CCCC)#N.